This data is from NCI-60 drug combinations with 297,098 pairs across 59 cell lines. The task is: Regression. Given two drug SMILES strings and cell line genomic features, predict the synergy score measuring deviation from expected non-interaction effect. (1) Drug 1: COC1=C(C=C2C(=C1)N=CN=C2NC3=CC(=C(C=C3)F)Cl)OCCCN4CCOCC4. Drug 2: C1=CC=C(C(=C1)C(C2=CC=C(C=C2)Cl)C(Cl)Cl)Cl. Cell line: U251. Synergy scores: CSS=14.8, Synergy_ZIP=-3.99, Synergy_Bliss=3.45, Synergy_Loewe=-0.747, Synergy_HSA=4.35. (2) Drug 1: CC1=C(N=C(N=C1N)C(CC(=O)N)NCC(C(=O)N)N)C(=O)NC(C(C2=CN=CN2)OC3C(C(C(C(O3)CO)O)O)OC4C(C(C(C(O4)CO)O)OC(=O)N)O)C(=O)NC(C)C(C(C)C(=O)NC(C(C)O)C(=O)NCCC5=NC(=CS5)C6=NC(=CS6)C(=O)NCCC[S+](C)C)O. Drug 2: CC1C(C(CC(O1)OC2CC(CC3=C2C(=C4C(=C3O)C(=O)C5=C(C4=O)C(=CC=C5)OC)O)(C(=O)CO)O)N)O.Cl. Cell line: TK-10. Synergy scores: CSS=37.7, Synergy_ZIP=-3.11, Synergy_Bliss=-4.12, Synergy_Loewe=-0.894, Synergy_HSA=0.0877. (3) Synergy scores: CSS=60.5, Synergy_ZIP=-1.36, Synergy_Bliss=-2.41, Synergy_Loewe=-19.0, Synergy_HSA=-1.25. Drug 1: CC=C1C(=O)NC(C(=O)OC2CC(=O)NC(C(=O)NC(CSSCCC=C2)C(=O)N1)C(C)C)C(C)C. Drug 2: CC1C(C(CC(O1)OC2CC(OC(C2O)C)OC3=CC4=CC5=C(C(=O)C(C(C5)C(C(=O)C(C(C)O)O)OC)OC6CC(C(C(O6)C)O)OC7CC(C(C(O7)C)O)OC8CC(C(C(O8)C)O)(C)O)C(=C4C(=C3C)O)O)O)O. Cell line: A498.